From a dataset of Full USPTO retrosynthesis dataset with 1.9M reactions from patents (1976-2016). Predict the reactants needed to synthesize the given product. (1) The reactants are: [CH3:1][C:2]1[S:3][CH:4]=[CH:5][C:6]=1[CH2:7][OH:8].N1C=CN=C1.[CH3:14][C:15]([Si:18](Cl)([CH3:20])[CH3:19])([CH3:17])[CH3:16]. Given the product [C:15]([Si:18]([CH3:20])([CH3:19])[O:8][CH2:7][C:6]1[CH:5]=[CH:4][S:3][C:2]=1[CH3:1])([CH3:17])([CH3:16])[CH3:14], predict the reactants needed to synthesize it. (2) Given the product [F:20][C:21]1[CH:29]=[CH:28][C:24]([C:25]([NH:1][CH2:2][C:3](=[O:4])[NH:5][CH:6]([C:14]2[CH:19]=[CH:18][CH:17]=[CH:16][CH:15]=2)[C:7]2[CH:12]=[CH:11][C:10]([CH3:13])=[CH:9][CH:8]=2)=[O:26])=[CH:23][CH:22]=1, predict the reactants needed to synthesize it. The reactants are: [NH2:1][CH2:2][C:3]([NH:5][CH:6]([C:14]1[CH:19]=[CH:18][CH:17]=[CH:16][CH:15]=1)[C:7]1[CH:12]=[CH:11][C:10]([CH3:13])=[CH:9][CH:8]=1)=[O:4].[F:20][C:21]1[CH:29]=[CH:28][C:24]([C:25](O)=[O:26])=[CH:23][CH:22]=1. (3) Given the product [CH2:37]([O:36][C@H:17]1[C@H:18]([O:28][CH2:29][C:30]2[CH:31]=[CH:32][CH:33]=[CH:34][CH:35]=2)[C@@H:19]([O:20][CH2:21][C:22]2[CH:27]=[CH:26][CH:25]=[CH:24][CH:23]=2)[C@H:14]([C:9]2[CH:8]=[C:7]([CH2:53][C:54]3[CH:55]=[CH:56][C:57]([O:60][CH2:61][CH3:62])=[CH:58][CH:59]=3)[C:6]([Cl:5])=[CH:11][C:10]=2[CH2:63][Cl:65])[O:15][C@@H:16]1[CH2:44][O:45][CH2:46][C:47]1[CH:48]=[CH:49][CH:50]=[CH:51][CH:52]=1)[C:38]1[CH:43]=[CH:42][CH:41]=[CH:40][CH:39]=1, predict the reactants needed to synthesize it. The reactants are: S(Cl)(Cl)=O.[Cl:5][C:6]1[C:7]([CH2:53][C:54]2[CH:59]=[CH:58][C:57]([O:60][CH2:61][CH3:62])=[CH:56][CH:55]=2)=[CH:8][C:9]([C@H:14]2[C@H:19]([O:20][CH2:21][C:22]3[CH:27]=[CH:26][CH:25]=[CH:24][CH:23]=3)[C@@H:18]([O:28][CH2:29][C:30]3[CH:35]=[CH:34][CH:33]=[CH:32][CH:31]=3)[C@H:17]([O:36][CH2:37][C:38]3[CH:43]=[CH:42][CH:41]=[CH:40][CH:39]=3)[C@@H:16]([CH2:44][O:45][CH2:46][C:47]3[CH:52]=[CH:51][CH:50]=[CH:49][CH:48]=3)[O:15]2)=[C:10](CO)[CH:11]=1.[CH2:63]([Cl:65])Cl. (4) Given the product [Cl:1][C:2]1[CH:3]=[CH:4][C:5]([F:28])=[C:6]([C:8]2[N:17]=[C:16]([NH:18][C:19]3[C:24]([C:25]([NH:39][CH:36]4[CH2:38][CH2:37]4)=[O:27])=[CH:23][N:22]=[CH:21][CH:20]=3)[C:15]3[CH2:14][CH2:13][CH2:12][CH2:11][C:10]=3[N:9]=2)[CH:7]=1, predict the reactants needed to synthesize it. The reactants are: [Cl:1][C:2]1[CH:3]=[CH:4][C:5]([F:28])=[C:6]([C:8]2[N:17]=[C:16]([NH:18][C:19]3[C:24]([C:25]([OH:27])=O)=[CH:23][N:22]=[CH:21][CH:20]=3)[C:15]3[CH2:14][CH2:13][CH2:12][CH2:11][C:10]=3[N:9]=2)[CH:7]=1.C(N(CC)CC)C.[CH:36]1([NH2:39])[CH2:38][CH2:37]1.C1CN([P+](Br)(N2CCCC2)N2CCCC2)CC1.F[P-](F)(F)(F)(F)F. (5) Given the product [I-:2].[CH2:19]([O:18][C:16]([C@@:11]1([NH:10][C:8]([N:3]2[CH:7]=[CH:6][N+:5]([CH3:1])=[CH:4]2)=[O:9])[CH2:13][C@H:12]1[CH:14]=[CH2:15])=[O:17])[CH3:20], predict the reactants needed to synthesize it. The reactants are: [CH3:1][I:2].[N:3]1([C:8]([NH:10][C@:11]2([C:16]([O:18][CH2:19][CH3:20])=[O:17])[CH2:13][C@H:12]2[CH:14]=[CH2:15])=[O:9])[CH:7]=[CH:6][N:5]=[CH:4]1. (6) The reactants are: [Mg].Br[C:3]1[CH:8]=[CH:7][C:6]([Br:9])=[CH:5][CH:4]=1.II.[CH3:12][N:13]1[CH2:18][CH2:17][C:16](=[O:19])[CH2:15][CH2:14]1.[Cl-].[NH4+]. Given the product [Br:9][C:6]1[CH:7]=[CH:8][C:3]([C:16]2([OH:19])[CH2:17][CH2:18][N:13]([CH3:12])[CH2:14][CH2:15]2)=[CH:4][CH:5]=1, predict the reactants needed to synthesize it. (7) Given the product [CH3:1][O:2][C:3](=[O:26])[C:4]1[CH:9]=[CH:8][C:7]([CH2:10][NH:11][CH:12]=[O:13])=[N:6][C:5]=1[NH:14][C:15]1[CH:20]=[CH:19][C:18]([I:27])=[CH:17][C:16]=1[F:25], predict the reactants needed to synthesize it. The reactants are: [CH3:1][O:2][C:3](=[O:26])[C:4]1[CH:9]=[CH:8][C:7]([CH2:10][NH:11][CH:12]=[O:13])=[N:6][C:5]=1[NH:14][C:15]1[CH:20]=[CH:19][C:18]([Si](C)(C)C)=[CH:17][C:16]=1[F:25].[I:27]Cl. (8) Given the product [C:1]([C:3]1[CH:4]=[C:5]([C:9]2[C:10]([O:23][CH3:25])=[C:11]3[C:16](=[C:17]([CH3:19])[CH:18]=2)[NH:15][C:14]([CH3:20])([CH3:21])[CH2:13][CH:12]3[CH3:22])[CH:6]=[CH:7][CH:8]=1)#[N:2], predict the reactants needed to synthesize it. The reactants are: [C:1]([C:3]1[CH:4]=[C:5]([C:9]2[C:10]([OH:23])=[C:11]3[C:16](=[C:17]([CH3:19])[CH:18]=2)[NH:15][C:14]([CH3:21])([CH3:20])[CH2:13][CH:12]3[CH3:22])[CH:6]=[CH:7][CH:8]=1)#[N:2].I[CH3:25].[F-].[Cs+].